From a dataset of Reaction yield outcomes from USPTO patents with 853,638 reactions. Predict the reaction yield, written as a fraction of the theoretical maximum amount of product (1.0 means a 100% yield; for example, 0.34 means a 34% yield). (1) The reactants are [NH2:1][C:2]1[N:3]=[C:4]([NH2:14])[C:5]2[C:11]([CH3:12])=[CH:10][C:9](=O)[NH:8][C:6]=2[N:7]=1.CN(C=O)C.S(Cl)([Cl:22])=O. The catalyst is C(Cl)(Cl)Cl. The product is [NH2:1][C:2]1[N:3]=[C:4]([NH2:14])[C:5]2[C:11]([CH3:12])=[CH:10][C:9]([Cl:22])=[N:8][C:6]=2[N:7]=1. The yield is 0.345. (2) The reactants are CS([O:5][C:6]1[CH:11]=[CH:10][CH:9]=[C:8]([C:12]2[O:13][C:14]([CH3:42])=[C:15]([CH2:17][O:18][C:19]3[CH:24]=[CH:23][C:22]([CH2:25][O:26][C:27]4[C:31]([CH:32]=O)=[CH:30][N:29]([C:34]5[CH:39]=[CH:38][CH:37]=[CH:36][CH:35]=5)[N:28]=4)=[CH:21][C:20]=3[O:40][CH3:41])[N:16]=2)[CH:7]=1)(=O)=O.[CH2:43]([P:52](=[O:59])([O:56][CH2:57][CH3:58])[O:53][CH2:54][CH3:55])P(=O)(OCC)OCC.CN(C)C=O.[H-].[Na+]. The catalyst is O. The product is [OH:5][C:6]1[CH:7]=[C:8]([C:12]2[O:13][C:14]([CH3:42])=[C:15]([CH2:17][O:18][C:19]3[CH:24]=[CH:23][C:22]([CH2:25][O:26][C:27]4[C:31](/[CH:32]=[CH:43]/[P:52](=[O:59])([O:53][CH2:54][CH3:55])[O:56][CH2:57][CH3:58])=[CH:30][N:29]([C:34]5[CH:35]=[CH:36][CH:37]=[CH:38][CH:39]=5)[N:28]=4)=[CH:21][C:20]=3[O:40][CH3:41])[N:16]=2)[CH:9]=[CH:10][CH:11]=1. The yield is 0.150. (3) The catalyst is CCO.CCOC(C)=O.CCO. The product is [C:30]1([CH3:40])[CH:31]=[CH:32][C:33]([S:36]([OH:39])(=[O:37])=[O:38])=[CH:34][CH:35]=1.[C:30]1([CH3:40])[CH:31]=[CH:32][C:33]([S:36]([OH:39])(=[O:37])=[O:38])=[CH:34][CH:35]=1.[CH3:1][N:2]1[CH2:7][CH2:6][N:5]([C:8]2[CH:20]=[CH:19][C:18]3[C:17]4[C:12](=[CH:13][C:14]([N:21]5[CH2:22][CH2:23][N:24]([CH3:27])[CH2:25][CH2:26]5)=[CH:15][CH:16]=4)[C:11](=[O:28])[C:10]=3[CH:9]=2)[CH2:4][CH2:3]1. The reactants are [CH3:1][N:2]1[CH2:7][CH2:6][N:5]([C:8]2[CH:20]=[CH:19][C:18]3[C:17]4[C:12](=[CH:13][C:14]([N:21]5[CH2:26][CH2:25][N:24]([CH3:27])[CH2:23][CH2:22]5)=[CH:15][CH:16]=4)[C:11](=[O:28])[C:10]=3[CH:9]=2)[CH2:4][CH2:3]1.O.[C:30]1([CH3:40])[CH:35]=[CH:34][C:33]([S:36]([OH:39])(=[O:38])=[O:37])=[CH:32][CH:31]=1. The yield is 0.890. (4) The reactants are CC1(C)[O:6][C@H:5]([CH2:7][O:8][C:9]2[CH:14]=[CH:13][C:12]([C:15]([C:20]3[CH:25]=[CH:24][C:23](/[C:26](/[CH2:34][CH3:35])=[CH:27]/[C:28]([CH2:32][CH3:33])([OH:31])[CH2:29][CH3:30])=[C:22]([CH3:36])[CH:21]=3)([CH2:18][CH3:19])[CH2:16][CH3:17])=[CH:11][C:10]=2[CH3:37])[CH2:4][O:3]1.CC1(C)C2(CS(O)(=O)=O)C(CC1CC2)=O.C([O-])(O)=O.[Na+]. The catalyst is C1COCC1.O. The product is [CH2:34](/[C:26](/[C:23]1[CH:24]=[CH:25][C:20]([C:15]([C:12]2[CH:13]=[CH:14][C:9]([O:8][CH2:7][C@@H:5]([OH:6])[CH2:4][OH:3])=[C:10]([CH3:37])[CH:11]=2)([CH2:16][CH3:17])[CH2:18][CH3:19])=[CH:21][C:22]=1[CH3:36])=[CH:27]\[C:28]([CH2:32][CH3:33])([OH:31])[CH2:29][CH3:30])[CH3:35]. The yield is 0.530. (5) The reactants are [OH:1][C:2]1[CH:7]=[C:6]([CH3:8])[C:5]([C:9]2[CH:14]=[CH:13][CH:12]=[C:11]([CH:15]=[O:16])[CH:10]=2)=[C:4]([CH3:17])[CH:3]=1.Cl[CH2:19][C:20]([N:22]([CH2:25][CH3:26])[CH2:23][CH3:24])=[O:21].C(=O)([O-])[O-].[K+].[K+]. The catalyst is CC(C)=O. The product is [CH2:23]([N:22]([CH2:25][CH3:26])[C:20](=[O:21])[CH2:19][O:1][C:2]1[CH:7]=[C:6]([CH3:8])[C:5]([C:9]2[CH:14]=[CH:13][CH:12]=[C:11]([CH:15]=[O:16])[CH:10]=2)=[C:4]([CH3:17])[CH:3]=1)[CH3:24]. The yield is 0.540.